Dataset: Forward reaction prediction with 1.9M reactions from USPTO patents (1976-2016). Task: Predict the product of the given reaction. (1) The product is: [F:32][C:31]1[C:26]([C:22]2[CH:21]=[C:20]([CH:25]=[CH:24][CH:23]=2)[CH2:19][N:14]([CH:11]2[CH2:12][CH2:13][NH:8][CH2:9][CH2:10]2)[S:15]([CH3:18])(=[O:16])=[O:17])=[N:27][C:28]([NH:34][CH2:35][CH2:36][C:37]2[CH:42]=[CH:41][C:40]([OH:43])=[CH:39][CH:38]=2)=[N:29][CH:30]=1. Given the reactants C(OC([N:8]1[CH2:13][CH2:12][CH:11]([N:14]([CH2:19][C:20]2[CH:25]=[CH:24][CH:23]=[C:22]([C:26]3[C:31]([F:32])=[CH:30][N:29]=[C:28](Cl)[N:27]=3)[CH:21]=2)[S:15]([CH3:18])(=[O:17])=[O:16])[CH2:10][CH2:9]1)=O)(C)(C)C.[NH2:34][CH2:35][CH2:36][C:37]1[CH:42]=[CH:41][C:40]([OH:43])=[CH:39][CH:38]=1, predict the reaction product. (2) Given the reactants [Cl:1][C:2]1[CH:3]=[C:4]([CH:18]=[CH:19][C:20]=1[Cl:21])[O:5][CH:6]1[CH2:11][CH2:10][N:9]([CH:12]2[CH2:17][CH2:16][NH:15][CH2:14][CH2:13]2)[CH2:8][CH2:7]1.F[P-](F)(F)(F)(F)F.Br[P+](N1CCCC1)(N1CCCC1)N1CCCC1.[F:46][C:47]1[CH:48]=[CH:49][C:50]2[N:51]([CH:53]=[C:54]([C:56](O)=[O:57])[N:55]=2)[CH:52]=1.C([O-])(O)=O.[Na+], predict the reaction product. The product is: [Cl:1][C:2]1[CH:3]=[C:4]([CH:18]=[CH:19][C:20]=1[Cl:21])[O:5][CH:6]1[CH2:7][CH2:8][N:9]([CH:12]2[CH2:13][CH2:14][N:15]([C:56]([C:54]3[N:55]=[C:50]4[CH:49]=[CH:48][C:47]([F:46])=[CH:52][N:51]4[CH:53]=3)=[O:57])[CH2:16][CH2:17]2)[CH2:10][CH2:11]1.